Dataset: NCI-60 drug combinations with 297,098 pairs across 59 cell lines. Task: Regression. Given two drug SMILES strings and cell line genomic features, predict the synergy score measuring deviation from expected non-interaction effect. (1) Drug 1: C1C(C(OC1N2C=C(C(=O)NC2=O)F)CO)O. Drug 2: CC(C)NC(=O)C1=CC=C(C=C1)CNNC.Cl. Synergy scores: CSS=2.52, Synergy_ZIP=-4.65, Synergy_Bliss=-1.83, Synergy_Loewe=-14.7, Synergy_HSA=-4.72. Cell line: K-562. (2) Drug 1: CNC(=O)C1=CC=CC=C1SC2=CC3=C(C=C2)C(=NN3)C=CC4=CC=CC=N4. Drug 2: CC1=C(C(CCC1)(C)C)C=CC(=CC=CC(=CC(=O)O)C)C. Cell line: LOX IMVI. Synergy scores: CSS=5.80, Synergy_ZIP=-2.10, Synergy_Bliss=-1.88, Synergy_Loewe=0.381, Synergy_HSA=0.643. (3) Drug 1: CC1=C2C(C(=O)C3(C(CC4C(C3C(C(C2(C)C)(CC1OC(=O)C(C(C5=CC=CC=C5)NC(=O)C6=CC=CC=C6)O)O)OC(=O)C7=CC=CC=C7)(CO4)OC(=O)C)O)C)OC(=O)C. Drug 2: CN(CC1=CN=C2C(=N1)C(=NC(=N2)N)N)C3=CC=C(C=C3)C(=O)NC(CCC(=O)O)C(=O)O. Cell line: HCC-2998. Synergy scores: CSS=25.5, Synergy_ZIP=-9.30, Synergy_Bliss=-5.21, Synergy_Loewe=-6.66, Synergy_HSA=-3.11. (4) Drug 1: C1=CC(=C2C(=C1NCCNCCO)C(=O)C3=C(C=CC(=C3C2=O)O)O)NCCNCCO. Drug 2: CC1CCC2CC(C(=CC=CC=CC(CC(C(=O)C(C(C(=CC(C(=O)CC(OC(=O)C3CCCCN3C(=O)C(=O)C1(O2)O)C(C)CC4CCC(C(C4)OC)O)C)C)O)OC)C)C)C)OC. Cell line: MALME-3M. Synergy scores: CSS=40.6, Synergy_ZIP=-0.0514, Synergy_Bliss=-0.143, Synergy_Loewe=4.46, Synergy_HSA=6.86. (5) Drug 1: C1C(C(OC1N2C=C(C(=O)NC2=O)F)CO)O. Drug 2: C1=NC2=C(N=C(N=C2N1C3C(C(C(O3)CO)O)F)Cl)N. Cell line: A498. Synergy scores: CSS=22.2, Synergy_ZIP=0.218, Synergy_Bliss=0.833, Synergy_Loewe=-15.9, Synergy_HSA=-0.767. (6) Drug 1: C1C(C(OC1N2C=NC(=NC2=O)N)CO)O. Drug 2: N.N.Cl[Pt+2]Cl. Cell line: NCI-H226. Synergy scores: CSS=16.2, Synergy_ZIP=-5.28, Synergy_Bliss=-2.07, Synergy_Loewe=0.325, Synergy_HSA=0.614. (7) Drug 1: C1CN1P(=S)(N2CC2)N3CC3. Drug 2: CS(=O)(=O)CCNCC1=CC=C(O1)C2=CC3=C(C=C2)N=CN=C3NC4=CC(=C(C=C4)OCC5=CC(=CC=C5)F)Cl. Cell line: T-47D. Synergy scores: CSS=1.26, Synergy_ZIP=-2.16, Synergy_Bliss=0.719, Synergy_Loewe=-10.4, Synergy_HSA=-8.15. (8) Drug 1: CCC1(CC2CC(C3=C(CCN(C2)C1)C4=CC=CC=C4N3)(C5=C(C=C6C(=C5)C78CCN9C7C(C=CC9)(C(C(C8N6C=O)(C(=O)OC)O)OC(=O)C)CC)OC)C(=O)OC)O.OS(=O)(=O)O. Drug 2: C1=NC(=NC(=O)N1C2C(C(C(O2)CO)O)O)N. Cell line: MDA-MB-231. Synergy scores: CSS=23.8, Synergy_ZIP=-6.37, Synergy_Bliss=-1.22, Synergy_Loewe=-12.5, Synergy_HSA=-2.47. (9) Drug 1: C1CN1P(=S)(N2CC2)N3CC3. Drug 2: CC(C)CN1C=NC2=C1C3=CC=CC=C3N=C2N. Cell line: A549. Synergy scores: CSS=44.6, Synergy_ZIP=7.49, Synergy_Bliss=2.43, Synergy_Loewe=2.00, Synergy_HSA=1.78. (10) Drug 1: C1CCC(CC1)NC(=O)N(CCCl)N=O. Drug 2: CC1=C(C(CCC1)(C)C)C=CC(=CC=CC(=CC(=O)O)C)C. Cell line: SF-295. Synergy scores: CSS=35.2, Synergy_ZIP=1.61, Synergy_Bliss=2.26, Synergy_Loewe=5.64, Synergy_HSA=5.55.